Predict which catalyst facilitates the given reaction. From a dataset of Catalyst prediction with 721,799 reactions and 888 catalyst types from USPTO. (1) Reactant: [C:1]([C:3]1[CH:19]=[CH:18][C:6]([O:7][C:8]2[CH:9]=[CH:10][C:11]3[B:15]([OH:16])[O:14][CH2:13][C:12]=3[CH:17]=2)=[CH:5][C:4]=1[C:20]([O:22][CH3:23])=[O:21])#[N:2].[OH-:24].[Na+].Cl. Product: [C:1]([C:3]1[CH:19]=[CH:18][C:6]([O:7][C:8]2[CH:9]=[CH:10][C:11]3[B:15]([OH:16])[O:14][CH2:13][C:12]=3[CH:17]=2)=[CH:5][C:4]=1[C:20]([O:22][CH3:23])=[O:21])(=[O:24])[NH2:2]. The catalyst class is: 5. (2) Reactant: [C:1]([O-])(=[O:3])[CH3:2].[Na+].[Br:6][C:7]1[CH:8]=[C:9]([NH:13][C:14]2[C:23]3[C:18](=[CH:19][CH:20]=[C:21]([NH:24][C:25]([CH:27]=[CH:28][C:29](O)=[O:30])=[O:26])[CH:22]=3)[N:17]=[CH:16][N:15]=2)[CH:10]=[CH:11][CH:12]=1. Product: [Br:6][C:7]1[CH:8]=[C:9]([N:13]([C:14]2[C:23]3[C:18](=[CH:19][CH:20]=[C:21]([N:24]4[C:29](=[O:30])[CH:28]=[CH:27][C:25]4=[O:26])[CH:22]=3)[N:17]=[CH:16][N:15]=2)[C:1](=[O:3])[CH3:2])[CH:10]=[CH:11][CH:12]=1. The catalyst class is: 152. (3) Reactant: [CH3:1][O:2][C:3]1[CH:15]=[CH:14][C:6]([CH2:7][CH:8]2[CH2:13][CH2:12][CH2:11][NH:10][CH2:9]2)=[CH:5][CH:4]=1.[F:16][C:17]([F:22])([F:21])[C@@H:18]1[CH2:20][O:19]1. Product: [F:16][C:17]([F:22])([F:21])[C@@H:18]([OH:19])[CH2:20][N:10]1[CH2:11][CH2:12][CH2:13][CH:8]([CH2:7][C:6]2[CH:5]=[CH:4][C:3]([O:2][CH3:1])=[CH:15][CH:14]=2)[CH2:9]1. The catalyst class is: 10.